From a dataset of Reaction yield outcomes from USPTO patents with 853,638 reactions. Predict the reaction yield, written as a fraction of the theoretical maximum amount of product (1.0 means a 100% yield; for example, 0.34 means a 34% yield). The reactants are CS([O:5][C@H:6]1[CH2:11][CH2:10][C@H:9]([C:12]([F:15])([F:14])[CH3:13])[CH2:8][CH2:7]1)(=O)=O.O[C:17]1[CH:18]=[C:19]2[C:24](=[CH:25][CH:26]=1)[CH:23]=[C:22]([CH2:27][N:28]1[CH2:31][CH:30]([C:32]([O:34]C)=[O:33])[CH2:29]1)[CH:21]=[CH:20]2.C([O-])([O-])=O.[Cs+].[Cs+].Cl. The catalyst is C(O)(C)(C)C.CC(=O)CC. The product is [F:14][C:12]([C@H:9]1[CH2:10][CH2:11][C@H:6]([O:5][C:17]2[CH:18]=[C:19]3[C:24](=[CH:25][CH:26]=2)[CH:23]=[C:22]([CH2:27][N:28]2[CH2:29][CH:30]([C:32]([OH:34])=[O:33])[CH2:31]2)[CH:21]=[CH:20]3)[CH2:7][CH2:8]1)([F:15])[CH3:13]. The yield is 0.0180.